From a dataset of Full USPTO retrosynthesis dataset with 1.9M reactions from patents (1976-2016). Predict the reactants needed to synthesize the given product. (1) Given the product [CH:1]1([CH2:7][CH2:8][CH2:9][C@@H:10]([C:19]2[O:23][N:22]=[C:21]([CH2:24][NH:41][CH2:40][CH2:39][CH2:38][O:37][CH3:36])[N:20]=2)[CH2:11][C:12]([O:14][C:15]([CH3:18])([CH3:16])[CH3:17])=[O:13])[CH2:6][CH2:5][CH2:4][CH2:3][CH2:2]1, predict the reactants needed to synthesize it. The reactants are: [CH:1]1([CH2:7][CH2:8][CH2:9][C@@H:10]([C:19]2[O:23][N:22]=[C:21]([CH2:24]OS(C3C=CC(C)=CC=3)(=O)=O)[N:20]=2)[CH2:11][C:12]([O:14][C:15]([CH3:18])([CH3:17])[CH3:16])=[O:13])[CH2:6][CH2:5][CH2:4][CH2:3][CH2:2]1.[CH3:36][O:37][CH2:38][CH2:39][CH2:40][NH2:41]. (2) Given the product [N:31]1[NH:32][C:33]([NH:36][C:17]([CH:14]2[CH2:13][CH2:12][N:11]([C:6]3[CH:7]=[CH:8][CH:9]=[C:10]4[C:5]=3[CH:4]=[CH:3][N:2]=[CH:1]4)[CH2:16][CH2:15]2)=[O:19])=[CH:34][CH:35]=1, predict the reactants needed to synthesize it. The reactants are: [CH:1]1[C:10]2[C:5](=[C:6]([N:11]3[CH2:16][CH2:15][CH:14]([C:17]([OH:19])=O)[CH2:13][CH2:12]3)[CH:7]=[CH:8][CH:9]=2)[CH:4]=[CH:3][N:2]=1.BrC1C=CC=C2C=1C=CN=C2.[N:31]1[NH:32][C:33]([NH2:36])=[CH:34][CH:35]=1. (3) Given the product [CH2:62]([S:61][C:58]1[CH:59]=[CH:60][C:55]([NH:54][C:47]2[CH:46]=[C:45]([Cl:53])[C:44]([Br:43])=[CH:49][C:48]=2[O:50][CH3:51])=[C:56](/[C:69](/[CH3:76])=[CH:70]\[C:71]([O:73][CH2:74][CH3:75])=[O:72])[CH:57]=1)[C:63]1[CH:64]=[CH:65][CH:66]=[CH:67][CH:68]=1, predict the reactants needed to synthesize it. The reactants are: CC1(C)C2C(=C(P(C3C=CC=CC=3)C3C=CC=CC=3)C=CC=2)OC2C(P(C3C=CC=CC=3)C3C=CC=CC=3)=CC=CC1=2.[Br:43][C:44]1[CH:49]=[C:48]([O:50][CH3:51])[C:47](I)=[CH:46][C:45]=1[Cl:53].[NH2:54][C:55]1[CH:60]=[CH:59][C:58]([S:61][CH2:62][C:63]2[CH:68]=[CH:67][CH:66]=[CH:65][CH:64]=2)=[CH:57][C:56]=1/[C:69](/[CH3:76])=[CH:70]\[C:71]([O:73][CH2:74][CH3:75])=[O:72].P([O-])([O-])([O-])=O.[K+].[K+].[K+]. (4) Given the product [Br:24][C:25]1[N:30]=[C:29]([CH2:31][C:5]([CH3:4])([OH:1])[CH3:6])[CH:28]=[CH:27][CH:26]=1, predict the reactants needed to synthesize it. The reactants are: [O:1]1[CH2:5][CH2:4]CC1.[CH:6](NC(C)C)(C)C.C([Li])CCC.CCCCCC.[Br:24][C:25]1[N:30]=[C:29]([CH3:31])[CH:28]=[CH:27][CH:26]=1. (5) The reactants are: [C:1]([O:5][C:6]([N:8]([CH2:19][C:20]1[CH:25]=[CH:24][C:23]([OH:26])=[C:22]([Br:27])[CH:21]=1)[C:9]([NH2:18])=[N:10][C:11]([O:13][C:14]([CH3:17])([CH3:16])[CH3:15])=[O:12])=[O:7])([CH3:4])([CH3:3])[CH3:2].C([O-])([O-])=O.[K+].[K+].Br[CH2:35][CH2:36][CH2:37][OH:38]. Given the product [C:1]([O:5][C:6]([N:8]([CH2:19][C:20]1[CH:25]=[CH:24][C:23]([O:26][CH2:35][CH2:36][CH2:37][OH:38])=[C:22]([Br:27])[CH:21]=1)[C:9]([NH2:18])=[N:10][C:11]([O:13][C:14]([CH3:17])([CH3:16])[CH3:15])=[O:12])=[O:7])([CH3:2])([CH3:3])[CH3:4], predict the reactants needed to synthesize it.